The task is: Predict which catalyst facilitates the given reaction.. This data is from Catalyst prediction with 721,799 reactions and 888 catalyst types from USPTO. (1) Reactant: [CH3:1][S:2]([O:5][C:6]1[CH:11]=[CH:10][CH:9]=[C:8]([CH:12]2[CH2:17][CH2:16][NH:15][CH2:14][CH2:13]2)[C:7]=1[F:18])(=[O:4])=[O:3].C(=O)([O-])[O-].[K+].[K+].Br[CH2:26][CH2:27][O:28][CH3:29]. Product: [CH3:1][S:2]([O:5][C:6]1[CH:11]=[CH:10][CH:9]=[C:8]([CH:12]2[CH2:13][CH2:14][N:15]([CH2:26][CH2:27][O:28][CH3:29])[CH2:16][CH2:17]2)[C:7]=1[F:18])(=[O:3])=[O:4]. The catalyst class is: 10. (2) Reactant: [NH2:1][C:2]1[N:6]([C@H:7]2[O:19][C@@H:18]([CH2:20][O:21]C(=O)C)[C@H:13]([O:14]C(=O)C)[C@@H:8]2[O:9]C(=O)C)[N:5]=[N:4][C:3]=1[C:25]([NH2:27])=[O:26]. Product: [NH2:1][C:2]1[N:6]([C@H:7]2[O:19][C@@H:18]([CH2:20][OH:21])[C@H:13]([OH:14])[C@@H:8]2[OH:9])[N:5]=[N:4][C:3]=1[C:25]([NH2:27])=[O:26]. The catalyst class is: 328. (3) Reactant: [CH:1]1[C:10]2[C:5](=[CH:6][CH:7]=[CH:8][CH:9]=2)[CH:4]=[C:3]([N:11]2[CH2:16][CH2:15][N:14]([C:17]3[C:18]([C:31]4[CH:36]=[CH:35][CH:34]=[CH:33][CH:32]=4)=[N:19][C:20]4[C:25]([N:26]=3)=[CH:24][C:23]([C:27]([O:29]C)=[O:28])=[CH:22][CH:21]=4)[CH2:13][CH2:12]2)[N:2]=1.[OH-].[Na+].Cl. Product: [CH:1]1[C:10]2[C:5](=[CH:6][CH:7]=[CH:8][CH:9]=2)[CH:4]=[C:3]([N:11]2[CH2:16][CH2:15][N:14]([C:17]3[C:18]([C:31]4[CH:32]=[CH:33][CH:34]=[CH:35][CH:36]=4)=[N:19][C:20]4[C:25]([N:26]=3)=[CH:24][C:23]([C:27]([OH:29])=[O:28])=[CH:22][CH:21]=4)[CH2:13][CH2:12]2)[N:2]=1. The catalyst class is: 24. (4) Reactant: [Cl:1][C:2]1[C:3]([CH2:28][CH2:29][C:30]2[CH:35]=[CH:34][C:33]([OH:36])=[CH:32][C:31]=2[CH3:37])=[C:4]([C:8]2[N:13]=[C:12]([N:14]3[C:18]([C:19]([F:22])([F:21])[F:20])=[C:17]([C:23]([O:25][CH2:26][CH3:27])=[O:24])[CH:16]=[N:15]3)[CH:11]=[CH:10][CH:9]=2)[CH:5]=[CH:6][CH:7]=1.Br[CH2:39][CH2:40][CH2:41][C:42]([F:45])([F:44])[F:43].C(=O)([O-])[O-].[K+].[K+]. Product: [Cl:1][C:2]1[C:3]([CH2:28][CH2:29][C:30]2[CH:35]=[CH:34][C:33]([O:36][CH2:39][CH2:40][CH2:41][C:42]([F:45])([F:44])[F:43])=[CH:32][C:31]=2[CH3:37])=[C:4]([C:8]2[N:13]=[C:12]([N:14]3[C:18]([C:19]([F:22])([F:21])[F:20])=[C:17]([C:23]([O:25][CH2:26][CH3:27])=[O:24])[CH:16]=[N:15]3)[CH:11]=[CH:10][CH:9]=2)[CH:5]=[CH:6][CH:7]=1. The catalyst class is: 35. (5) Reactant: [Br:1][C:2]1[CH:3]=[C:4]([NH2:8])[CH:5]=[N:6][CH:7]=1.N1C=CC=CC=1.[CH:15]1([S:18](Cl)(=[O:20])=[O:19])[CH2:17][CH2:16]1. Product: [Br:1][C:2]1[CH:3]=[C:4]([NH:8][S:18]([CH:15]2[CH2:17][CH2:16]2)(=[O:20])=[O:19])[CH:5]=[N:6][CH:7]=1. The catalyst class is: 4.